This data is from Forward reaction prediction with 1.9M reactions from USPTO patents (1976-2016). The task is: Predict the product of the given reaction. The product is: [CH3:1][N:2]([CH3:23])[C:3](=[O:22])[CH2:4][N:5]([CH3:21])[C:6]([C:8]1[S:9][C:10]2[N:11]=[CH:12][N:13]=[C:14]([NH:35][C:27]3[CH:28]=[C:29]4[C:33](=[CH:34][C:26]=3[O:25][CH3:24])[NH:32][N:31]=[CH:30]4)[C:15]=2[N:16]=1)=[O:7]. Given the reactants [CH3:1][N:2]([CH3:23])[C:3](=[O:22])[CH2:4][N:5]([CH3:21])[C:6]([C:8]1[S:9][C:10]2[N:11]=[CH:12][N:13]=[C:14](S(C)(=O)=O)[C:15]=2[N:16]=1)=[O:7].[CH3:24][O:25][C:26]1[CH:34]=[C:33]2[C:29]([CH:30]=[N:31][NH:32]2)=[CH:28][C:27]=1[NH2:35], predict the reaction product.